Dataset: Forward reaction prediction with 1.9M reactions from USPTO patents (1976-2016). Task: Predict the product of the given reaction. (1) Given the reactants [F:1][C:2]1[CH:10]=[CH:9][C:8]([CH2:11][C:12]2[C:21]3[CH2:20][CH2:19][CH2:18][CH2:17][C:16]=3[C:15](=[O:22])[NH:14][N:13]=2)=[CH:7][C:3]=1[C:4](O)=[O:5].[NH:23]1[CH2:28][CH2:27][CH:26]([NH:29][C:30](=[O:37])[C:31]2[CH:36]=[CH:35][CH:34]=[CH:33][CH:32]=2)[CH2:25][CH2:24]1.C(N(CC)CC)C.F[P-](F)(F)(F)(F)F.N1(OC(N(C)C)=[N+](C)C)C2C=CC=CC=2N=N1, predict the reaction product. The product is: [F:1][C:2]1[CH:10]=[CH:9][C:8]([CH2:11][C:12]2[C:21]3[CH2:20][CH2:19][CH2:18][CH2:17][C:16]=3[C:15](=[O:22])[NH:14][N:13]=2)=[CH:7][C:3]=1[C:4]([N:23]1[CH2:28][CH2:27][CH:26]([NH:29][C:30](=[O:37])[C:31]2[CH:36]=[CH:35][CH:34]=[CH:33][CH:32]=2)[CH2:25][CH2:24]1)=[O:5]. (2) Given the reactants [C:1](N1C=CN=C1)(N1C=CN=C1)=[O:2].[C:13]([O:17][C:18]([N:20]1[CH2:25][CH2:24][CH:23]([NH:26][C:27]2[CH:32]=[CH:31][C:30]([Cl:33])=[CH:29][C:28]=2[CH2:34][NH2:35])[CH2:22][CH2:21]1)=[O:19])([CH3:16])([CH3:15])[CH3:14], predict the reaction product. The product is: [C:13]([O:17][C:18]([N:20]1[CH2:25][CH2:24][CH:23]([N:26]2[C:27]3[C:28](=[CH:29][C:30]([Cl:33])=[CH:31][CH:32]=3)[CH2:34][NH:35][C:1]2=[O:2])[CH2:22][CH2:21]1)=[O:19])([CH3:16])([CH3:14])[CH3:15]. (3) Given the reactants [C:1]([O:4][C@H:5]([CH3:27])[CH2:6][CH2:7][CH2:8][CH2:9][N:10]1[C:19](=[O:20])[C:18]2[N:17]([CH2:21][O:22][CH2:23][CH3:24])[C:16](Br)=[N:15][C:14]=2[N:13]([CH3:26])[C:11]1=[O:12])(=[O:3])[CH3:2].[S-2:28].[Na+].[Na+], predict the reaction product. The product is: [C:1]([O:4][C@H:5]([CH3:27])[CH2:6][CH2:7][CH2:8][CH2:9][N:10]1[C:19](=[O:20])[C:18]2[N:17]([CH2:21][O:22][CH2:23][CH3:24])[C:16]([SH:28])=[N:15][C:14]=2[N:13]([CH3:26])[C:11]1=[O:12])(=[O:3])[CH3:2]. (4) Given the reactants [OH:1][CH2:2][C:3]1[CH:11]=[CH:10][C:6]([C:7]([OH:9])=[O:8])=[CH:5][C:4]=1[N+:12]([O-:14])=[O:13].Cl.[C:16](Cl)(=[O:23])[C:17]1[CH:22]=[CH:21][N:20]=[CH:19][CH:18]=1, predict the reaction product. The product is: [C:16]([O:1][CH2:2][C:3]1[CH:11]=[CH:10][C:6]([C:7]([OH:9])=[O:8])=[CH:5][C:4]=1[N+:12]([O-:14])=[O:13])(=[O:23])[C:17]1[CH:22]=[CH:21][N:20]=[CH:19][CH:18]=1. (5) Given the reactants ClCCl.Cl[C:5]1[N:6]=[C:7]([NH:20][CH2:21][C:22]2[CH:27]=[CH:26][C:25]([F:28])=[CH:24][CH:23]=2)[S:8][C:9]=1[CH2:10][C:11]1[C:19]2[C:14](=[N:15][CH:16]=[CH:17][CH:18]=2)[NH:13][CH:12]=1.[CH2:29]([Mg]Br)[CH3:30].O1CCCC1, predict the reaction product. The product is: [CH2:29]([C:5]1[N:6]=[C:7]([NH:20][CH2:21][C:22]2[CH:27]=[CH:26][C:25]([F:28])=[CH:24][CH:23]=2)[S:8][C:9]=1[CH2:10][C:11]1[C:19]2[C:14](=[N:15][CH:16]=[CH:17][CH:18]=2)[NH:13][CH:12]=1)[CH3:30].